This data is from Reaction yield outcomes from USPTO patents with 853,638 reactions. The task is: Predict the reaction yield, written as a fraction of the theoretical maximum amount of product (1.0 means a 100% yield; for example, 0.34 means a 34% yield). The reactants are [Cl:1][C:2]1[CH:7]=[C:6]([NH2:8])[CH:5]=[C:4]([C:9]2[CH:14]=[C:13]([Cl:15])[CH:12]=[CH:11][C:10]=2[O:16][CH3:17])[N:3]=1.B(O)(O)[C:19]1[CH:20]=[CH:21][C:22]([CH3:25])=[CH:23][CH:24]=1.C(N(CC)CC)C. The catalyst is ClCCl.C([O-])(=O)C.[Cu+2].C([O-])(=O)C. The product is [Cl:1][C:2]1[CH:7]=[C:6]([NH:8][C:19]2[CH:24]=[CH:23][C:22]([CH3:25])=[CH:21][CH:20]=2)[CH:5]=[C:4]([C:9]2[CH:14]=[C:13]([Cl:15])[CH:12]=[CH:11][C:10]=2[O:16][CH3:17])[N:3]=1. The yield is 0.720.